The task is: Predict the product of the given reaction.. This data is from Forward reaction prediction with 1.9M reactions from USPTO patents (1976-2016). The product is: [CH3:1][C:2]1[N:7]=[C:6]([NH:8][C:9]2[S:10][CH:13]=[C:14]([C:16]3[CH:21]=[CH:20][CH:19]=[CH:18][N:17]=3)[N:11]=2)[CH:5]=[CH:4][CH:3]=1. Given the reactants [CH3:1][C:2]1[N:7]=[C:6]([NH:8][C:9]([NH2:11])=[S:10])[CH:5]=[CH:4][CH:3]=1.Br[CH2:13][C:14]([C:16]1[CH:21]=[CH:20][CH:19]=[CH:18][N:17]=1)=O, predict the reaction product.